From a dataset of Reaction yield outcomes from USPTO patents with 853,638 reactions. Predict the reaction yield, written as a fraction of the theoretical maximum amount of product (1.0 means a 100% yield; for example, 0.34 means a 34% yield). The reactants are [Cl:1][C:2]1[CH:3]=[C:4]([C:10]2([C:25]([F:28])([F:27])[F:26])[O:14][N:13]=[C:12]([C:15]3[CH:23]=[CH:22][C:18]([C:19]([OH:21])=O)=[C:17]([CH3:24])[CH:16]=3)[CH2:11]2)[CH:5]=[C:6]([Cl:9])[C:7]=1[Cl:8].CCN(C(C)C)C(C)C.CN(C(ON1N=NC2C=CC=NC1=2)=[N+](C)C)C.F[P-](F)(F)(F)(F)F.Cl.[NH2:63][CH2:64][C:65]1[CH:66]=[CH:67][C:68]2[C:72]([CH2:75][F:76])([CH2:73][F:74])[O:71][B:70]([OH:77])[C:69]=2[CH:78]=1. The catalyst is CN(C=O)C. The product is [F:76][CH2:75][C:72]1([CH2:73][F:74])[O:71][B:70]([OH:77])[C:69]2[CH:78]=[C:65]([CH2:64][NH:63][C:19](=[O:21])[C:18]3[CH:22]=[CH:23][C:15]([C:12]4[CH2:11][C:10]([C:4]5[CH:5]=[C:6]([Cl:9])[C:7]([Cl:8])=[C:2]([Cl:1])[CH:3]=5)([C:25]([F:27])([F:26])[F:28])[O:14][N:13]=4)=[CH:16][C:17]=3[CH3:24])[CH:66]=[CH:67][C:68]1=2. The yield is 0.330.